From a dataset of Full USPTO retrosynthesis dataset with 1.9M reactions from patents (1976-2016). Predict the reactants needed to synthesize the given product. Given the product [ClH:50].[ClH:50].[F:35][CH:18]([F:17])[C:19]1[CH:28]=[CH:27][C:26]2[C:21](=[CH:22][CH:23]=[CH:24][C:25]=2[N:29]2[CH2:30][CH2:31][N:32]([CH2:15][CH2:14][C:10]3[CH:9]=[CH:8][CH:7]=[C:6]4[C:11]=3[CH:12]=[CH:13][C:4]3[N:5]4[N:1]=[N:2][N:3]=3)[CH2:33][CH2:34]2)[N:20]=1, predict the reactants needed to synthesize it. The reactants are: [N:1]1[N:5]2[C:6]3[C:11]([CH:12]=[CH:13][C:4]2=[N:3][N:2]=1)=[C:10]([CH2:14][CH:15]=O)[CH:9]=[CH:8][CH:7]=3.[F:17][CH:18]([F:35])[C:19]1[CH:28]=[CH:27][C:26]2[C:21](=[CH:22][CH:23]=[CH:24][C:25]=2[N:29]2[CH2:34][CH2:33][NH:32][CH2:31][CH2:30]2)[N:20]=1.C(O[BH-](OC(=O)C)OC(=O)C)(=O)C.[Na+].[Cl:50]CCCl.